This data is from Forward reaction prediction with 1.9M reactions from USPTO patents (1976-2016). The task is: Predict the product of the given reaction. (1) Given the reactants [N+:1]([C:4]1[CH:9]=[CH:8][C:7]([CH2:10][C:11]([NH:13][NH2:14])=[O:12])=[CH:6][CH:5]=1)([O-:3])=[O:2].[CH:15](OCC)(OCC)OCC.CS(O)(=O)=O.O1CCCC1, predict the reaction product. The product is: [N+:1]([C:4]1[CH:5]=[CH:6][C:7]([CH2:10][C:11]2[O:12][CH:15]=[N:14][N:13]=2)=[CH:8][CH:9]=1)([O-:3])=[O:2]. (2) The product is: [CH3:21][O:22][C:23](=[O:30])[CH2:24][CH2:25][C:26]([CH2:28][NH:29][C:17]([C@@H:9]1[CH2:10][CH:11]2[CH:16]([CH2:15][CH2:14][CH2:13][CH2:12]2)[N:8]1[C:6]([O:5][C:1]([CH3:2])([CH3:4])[CH3:3])=[O:7])=[O:19])=[O:27]. Given the reactants [C:1]([O:5][C:6]([N:8]1[CH:16]2[CH:11]([CH2:12][CH2:13][CH2:14][CH2:15]2)[CH2:10][C@H:9]1[C:17]([OH:19])=O)=[O:7])([CH3:4])([CH3:3])[CH3:2].Cl.[CH3:21][O:22][C:23](=[O:30])[CH2:24][CH2:25][C:26]([CH2:28][NH2:29])=[O:27].C1C=CC2N(O)N=NC=2C=1.C(Cl)CCl.C(N(CC)CC)C, predict the reaction product. (3) Given the reactants [CH2:1]([O:8][C:9]1[CH:10]=[C:11]([CH:15]=O)[CH:12]=[N:13][CH:14]=1)[C:2]1[CH:7]=[CH:6][CH:5]=[CH:4][CH:3]=1.[Na+].[C:18]1([S:24]([O-:26])=[O:25])[CH:23]=[CH:22][CH:21]=[CH:20][CH:19]=1.[C:27](=[O:34])([O:29][C:30]([CH3:33])([CH3:32])[CH3:31])[NH2:28].C(O)=O, predict the reaction product. The product is: [CH2:1]([O:8][C:9]1[CH:10]=[C:11]([CH:15]([NH:28][C:27](=[O:34])[O:29][C:30]([CH3:33])([CH3:32])[CH3:31])[S:24]([C:18]2[CH:23]=[CH:22][CH:21]=[CH:20][CH:19]=2)(=[O:26])=[O:25])[CH:12]=[N:13][CH:14]=1)[C:2]1[CH:3]=[CH:4][CH:5]=[CH:6][CH:7]=1. (4) Given the reactants [Cl:1][C:2]1[C:7]([N:8]2[CH2:13][CH2:12][C:11]([CH3:14])=[C:10]([C:15]3[CH:20]=[CH:19][C:18]([N+:21]([O-])=O)=[CH:17][CH:16]=3)[CH2:9]2)=[N:6][CH:5]=[CH:4][N:3]=1.Cl[Sn]Cl, predict the reaction product. The product is: [Cl:1][C:2]1[C:7]([N:8]2[CH2:13][CH2:12][C:11]([CH3:14])=[C:10]([C:15]3[CH:16]=[CH:17][C:18]([NH2:21])=[CH:19][CH:20]=3)[CH2:9]2)=[N:6][CH:5]=[CH:4][N:3]=1.